This data is from Forward reaction prediction with 1.9M reactions from USPTO patents (1976-2016). The task is: Predict the product of the given reaction. (1) The product is: [CH3:24][O:23][C:21]1[CH:20]=[CH:19][C:15]2[N:16]=[C:17]([CH3:18])[C:12]3[N:13]([C:9]([C:4]4[CH:5]=[CH:6][CH:7]=[CH:2][C:3]=4[O:27][CH3:26])=[N:10][C:11]=3[CH3:25])[C:14]=2[N:22]=1. Given the reactants Cl[C:2]1[CH:3]=[C:4]([C:9]2[N:13]3[C:14]4[N:22]=[C:21]([O:23][CH3:24])[CH:20]=[CH:19][C:15]=4[N:16]=[C:17]([CH3:18])[C:12]3=[C:11]([CH3:25])[N:10]=2)[CH:5]=[C:6](Cl)[CH:7]=1.[CH3:26][O:27]C1C=CC=CC=1B(O)O.C([O-])([O-])=O.[K+].[K+], predict the reaction product. (2) The product is: [C:13]([O:12][C:11](=[O:17])[NH:10][CH2:9][CH:8]([C:5]1[CH:6]=[CH:7][C:2]([B:39]2[O:43][C:42]([CH3:45])([CH3:44])[C:41]([CH3:47])([CH3:46])[O:40]2)=[CH:3][C:4]=1[CH3:38])[CH2:18][C:19]1[CH:24]=[CH:23][C:22]([O:25][CH2:26][CH2:27][O:28][C:29]2[C:34]([Cl:35])=[CH:33][C:32]([CH3:36])=[CH:31][C:30]=2[Cl:37])=[CH:21][CH:20]=1)([CH3:16])([CH3:15])[CH3:14]. Given the reactants Br[C:2]1[CH:7]=[CH:6][C:5]([CH:8]([CH2:18][C:19]2[CH:24]=[CH:23][C:22]([O:25][CH2:26][CH2:27][O:28][C:29]3[C:34]([Cl:35])=[CH:33][C:32]([CH3:36])=[CH:31][C:30]=3[Cl:37])=[CH:21][CH:20]=2)[CH2:9][NH:10][C:11](=[O:17])[O:12][C:13]([CH3:16])([CH3:15])[CH3:14])=[C:4]([CH3:38])[CH:3]=1.[B:39]1([B:39]2[O:43][C:42]([CH3:45])([CH3:44])[C:41]([CH3:47])([CH3:46])[O:40]2)[O:43][C:42]([CH3:45])([CH3:44])[C:41]([CH3:47])([CH3:46])[O:40]1.C([O-])(=O)C.[K+], predict the reaction product. (3) Given the reactants Cl.[CH2:2]([O:6][CH:7]1[CH2:10][NH:9][CH2:8]1)[CH:3]([CH3:5])[CH3:4].CCN=C=N[CH2:16][CH2:17][CH2:18][N:19](C)C.C1C=CC2N([OH:31])N=NC=2C=1.C(N([CH:38]([CH3:40])C)CC)(C)C.Cl[CH2:42][C:43]1[CH:47]=[CH:46][N:45]([CH3:48])N=1.[C:49](OCC)(=[O:51])C, predict the reaction product. The product is: [CH2:2]([O:6][CH:7]1[CH2:10][N:9]([C:49](=[O:51])/[CH:42]=[CH:43]/[C:47]2[CH:38]=[C:40]3[C:48](=[N:45][CH:46]=2)[NH:19][C:18](=[O:31])[CH2:17][CH2:16]3)[CH2:8]1)[CH:3]([CH3:5])[CH3:4]. (4) Given the reactants [NH2:1][C:2]1[CH:3]=[N:4][CH:5]=[CH:6][C:7]=1[N:8]1[CH2:13][C@H:12]([CH3:14])[C@@H:11]([O:15][Si:16]([C:19]([CH3:22])([CH3:21])[CH3:20])([CH3:18])[CH3:17])[C@H:10]([NH:23][C:24](=[O:30])[O:25][C:26]([CH3:29])([CH3:28])[CH3:27])[CH2:9]1.[C:31]([NH:34][C:35]1[CH:36]=[C:37]2[S:43][C:42]([NH:44][CH2:45][C:46]3[CH:51]=[CH:50][C:49]([O:52][CH3:53])=[CH:48][CH:47]=3)=[C:41]([C:54](O)=[O:55])[C:38]2=[N:39][CH:40]=1)(=[O:33])[CH3:32].CCN(C(C)C)C(C)C.CN(C(ON1N=NC2C=CC=NC1=2)=[N+](C)C)C.F[P-](F)(F)(F)(F)F, predict the reaction product. The product is: [C:31]([NH:34][C:35]1[CH:36]=[C:37]2[S:43][C:42]([NH:44][CH2:45][C:46]3[CH:51]=[CH:50][C:49]([O:52][CH3:53])=[CH:48][CH:47]=3)=[C:41]([C:54]([NH:1][C:2]3[CH:3]=[N:4][CH:5]=[CH:6][C:7]=3[N:8]3[CH2:13][C@H:12]([CH3:14])[C@@H:11]([O:15][Si:16]([C:19]([CH3:22])([CH3:21])[CH3:20])([CH3:18])[CH3:17])[C@H:10]([NH:23][C:24](=[O:30])[O:25][C:26]([CH3:29])([CH3:28])[CH3:27])[CH2:9]3)=[O:55])[C:38]2=[N:39][CH:40]=1)(=[O:33])[CH3:32]. (5) Given the reactants C(OC(=O)[CH2:7][CH2:8][C:9]1[C:14]([O:15][CH3:16])=[CH:13][CH:12]=[C:11]([O:17][CH3:18])[C:10]=1[CH2:19][CH2:20][C:21]([O:23]C(C)(C)C)=O)(C)(C)C.[H-].[Na+].C(O)(=O)C, predict the reaction product. The product is: [CH3:18][O:17][C:11]1[C:10]2[CH2:19][CH2:20][C:21](=[O:23])[CH2:7][CH2:8][C:9]=2[C:14]([O:15][CH3:16])=[CH:13][CH:12]=1. (6) Given the reactants [F:1][C:2]1[CH:3]=[C:4]([NH:8][C:9]([N:11]2[CH2:16][CH2:15][NH:14][CH:13]([C:17]3[CH:22]=CC=C[CH:18]=3)[CH2:12]2)=[O:10])[CH:5]=[CH:6][CH:7]=1.Cl[C:24]1[N:33]=[C:32]([OH:34])[C:31]2[C:26](=[CH:27][CH:28]=[CH:29][CH:30]=2)[N:25]=1, predict the reaction product. The product is: [F:1][C:2]1[CH:3]=[C:4]([NH:8][C:9]([N:11]2[CH2:16][CH2:15][N:14]([C:24]3[NH:33][C:32](=[O:34])[C:31]4[C:26](=[CH:27][CH:28]=[CH:29][CH:30]=4)[N:25]=3)[CH:13]([CH:17]([CH3:18])[CH3:22])[CH2:12]2)=[O:10])[CH:5]=[CH:6][CH:7]=1. (7) Given the reactants Br[C:2]1[C:10]2[C:5](=[N:6][C:7]([CH3:11])=[CH:8][CH:9]=2)[S:4][C:3]=1[NH:12][C:13](=[O:19])[O:14][C:15]([CH3:18])([CH3:17])[CH3:16].CCCCCC.C([Li])CCC.[C:31](=[O:33])=[O:32].CCOCC, predict the reaction product. The product is: [C:15]([O:14][C:13]([NH:12][C:3]1[S:4][C:5]2=[N:6][C:7]([CH3:11])=[CH:8][CH:9]=[C:10]2[C:2]=1[C:31]([OH:33])=[O:32])=[O:19])([CH3:18])([CH3:17])[CH3:16].